From a dataset of Full USPTO retrosynthesis dataset with 1.9M reactions from patents (1976-2016). Predict the reactants needed to synthesize the given product. (1) Given the product [Cl:27][C:20]1[CH:19]=[CH:18][N:17]=[C:16]([N:2]2[CH2:3][CH2:4][N:5]3[C:13]4[CH2:12][CH2:11][CH2:10][CH2:9][C:8]=4[CH:7]=[C:6]3[C:1]2=[O:14])[C:21]=1[C:22]1([OH:26])[CH2:25][O:24][CH2:23]1, predict the reactants needed to synthesize it. The reactants are: [C:1]1(=[O:14])[C:6]2=[CH:7][C:8]3[CH2:9][CH2:10][CH2:11][CH2:12][C:13]=3[N:5]2[CH2:4][CH2:3][NH:2]1.Br[C:16]1[C:21]([C:22]2([OH:26])[CH2:25][O:24][CH2:23]2)=[C:20]([Cl:27])[CH:19]=[CH:18][N:17]=1.CNCCNC.CC([O-])=O.[K+]. (2) Given the product [Cl:32][C:29]1[CH:30]=[CH:31][C:26]([CH:11]2[C:5]3[N:6]([CH:7]4[CH2:10][O:9][CH2:8]4)[C:2]([CH3:33])=[N:3][C:4]=3[C:13](=[O:14])[N:12]2[C:15]2[CH:16]=[C:17]([CH3:25])[C:18]3[N:22]=[N:21][N:20]([CH3:23])[C:19]=3[CH:24]=2)=[CH:27][CH:28]=1, predict the reactants needed to synthesize it. The reactants are: Br[C:2]1[N:6]([CH:7]2[CH2:10][O:9][CH2:8]2)[C:5]2[CH:11]([C:26]3[CH:31]=[CH:30][C:29]([Cl:32])=[CH:28][CH:27]=3)[N:12]([C:15]3[CH:16]=[C:17]([CH3:25])[C:18]4[N:22]=[N:21][N:20]([CH3:23])[C:19]=4[CH:24]=3)[C:13](=[O:14])[C:4]=2[N:3]=1.[CH3:33]B1OB(C)OB(C)O1.C([O-])(O)=O.[Na+]. (3) Given the product [OH:31][CH2:30][C:29]([CH3:33])([CH3:32])[O:28][NH:27][C:4]([C:6]1[NH:14][C:13]2[CH:12]=[CH:11][N:10]=[CH:9][C:8]=2[C:7]=1[NH:15][C:16]1[CH:21]=[CH:20][C:19]([S:22][CH3:23])=[CH:18][C:17]=1[F:24])=[O:5], predict the reactants needed to synthesize it. The reactants are: C(O[C:4]([C:6]1[NH:14][C:13]2[CH:12]=[CH:11][N:10]=[CH:9][C:8]=2[C:7]=1[NH:15][C:16]1[CH:21]=[CH:20][C:19]([S:22][CH3:23])=[CH:18][C:17]=1[F:24])=[O:5])C.[OH-].[Na+].[NH2:27][O:28][C:29]([CH3:33])([CH3:32])[CH2:30][OH:31].CCN(C(C)C)C(C)C.CN(C(ON1N=NC2C=CC=NC1=2)=[N+](C)C)C.F[P-](F)(F)(F)(F)F. (4) Given the product [NH2:7][CH2:8][CH:9]1[O:14][CH2:13][CH2:12][N:11]([C:15]2[CH:16]=[C:17]([C@@H:21]([NH:23][C:24](=[O:35])[CH:25]=[CH:26][C:27]3[CH:32]=[CH:31][C:30]([F:33])=[C:29]([F:34])[CH:28]=3)[CH3:22])[CH:18]=[CH:19][CH:20]=2)[CH2:10]1, predict the reactants needed to synthesize it. The reactants are: C(OC(=O)[NH:7][CH2:8][C@@H:9]1[O:14][CH2:13][CH2:12][N:11]([C:15]2[CH:20]=[CH:19][CH:18]=[C:17]([CH:21]([NH:23][C:24](=[O:35])[CH:25]=[CH:26][C:27]3[CH:32]=[CH:31][C:30]([F:33])=[C:29]([F:34])[CH:28]=3)[CH3:22])[CH:16]=2)[CH2:10]1)(C)(C)C.Cl. (5) The reactants are: C([N:4]1[C:12]2[C:7](=[N:8][C:9]([C:21]3[CH:26]=[CH:25][C:24]([CH3:27])=[CH:23][CH:22]=3)=[C:10]([C:13]3[CH:20]=[CH:19][C:16]([C:17]#[N:18])=[CH:15][CH:14]=3)[CH:11]=2)[CH:6]=[N:5]1)(=O)C.[OH-].[Na+]. Given the product [CH3:27][C:24]1[CH:23]=[CH:22][C:21]([C:9]2[N:8]=[C:7]3[CH:6]=[N:5][NH:4][C:12]3=[CH:11][C:10]=2[C:13]2[CH:20]=[CH:19][C:16]([C:17]#[N:18])=[CH:15][CH:14]=2)=[CH:26][CH:25]=1, predict the reactants needed to synthesize it. (6) The reactants are: [CH2:1]([O:3][C:4](=[O:13])[CH2:5][C:6]1[CH:11]=[CH:10][CH:9]=[C:8](Br)[CH:7]=1)[CH3:2].[CH3:14][N:15]1CCCC1=O.[Cu]C#N. Given the product [CH2:1]([O:3][C:4](=[O:13])[CH2:5][C:6]1[CH:11]=[CH:10][CH:9]=[C:8]([C:14]#[N:15])[CH:7]=1)[CH3:2], predict the reactants needed to synthesize it. (7) Given the product [OH:1][C:3]1([CH2:2][N:15]2[C:11]([CH3:10])=[CH:12][CH:13]=[C:14]2[C:16]#[N:17])[CH2:9][CH2:8][CH2:7][CH2:6][CH2:5][CH2:4]1, predict the reactants needed to synthesize it. The reactants are: [O:1]1[C:3]2([CH2:9][CH2:8][CH2:7][CH2:6][CH2:5][CH2:4]2)[CH2:2]1.[CH3:10][C:11]1[NH:15][C:14]([C:16]#[N:17])=[CH:13][CH:12]=1.C([O-])([O-])=O.[Cs+].[Cs+]. (8) The reactants are: O[CH:2]([C:38]1[CH:43]=[CH:42][CH:41]=[CH:40][CH:39]=1)[CH2:3][CH2:4][CH2:5][O:6][C:7]1[CH:12]=[CH:11][C:10]([CH:13]2[CH2:18][CH2:17][N:16](C(OC(C)(C)C)=O)[CH2:15][CH:14]2[O:26][CH2:27][C:28]2[CH:37]=[CH:36][C:35]3[C:30](=[CH:31][CH:32]=[CH:33][CH:34]=3)[CH:29]=2)=[CH:9][CH:8]=1.C(N(CC)CC)C.[C:51](Cl)(=[O:58])[C:52]1[CH:57]=[CH:56][CH:55]=[CH:54][CH:53]=1.Cl.C[OH:62]. Given the product [C:51]([O:58][CH:2]([C:38]1[CH:39]=[CH:40][CH:41]=[CH:42][CH:43]=1)[CH2:3][CH2:4][CH2:5][O:6][C:7]1[CH:8]=[CH:9][C:10]([CH:13]2[CH2:18][CH2:17][NH:16][CH2:15][CH:14]2[O:26][CH2:27][C:28]2[CH:37]=[CH:36][C:35]3[C:30](=[CH:31][CH:32]=[CH:33][CH:34]=3)[CH:29]=2)=[CH:11][CH:12]=1)(=[O:62])[C:52]1[CH:57]=[CH:56][CH:55]=[CH:54][CH:53]=1, predict the reactants needed to synthesize it. (9) Given the product [CH2:20]([O:24][C:25]1[C:30]([CH2:31][NH:32][C:15](=[O:17])[CH:14]([C:11]2[CH:12]=[CH:13][C:8]([CH2:7][NH:6][S:3]([CH2:1][CH3:2])(=[O:4])=[O:5])=[C:9]([F:19])[CH:10]=2)[CH3:18])=[CH:29][CH:28]=[C:27]([C:33]([F:36])([F:34])[F:35])[N:26]=1)[CH2:21][CH2:22][CH3:23], predict the reactants needed to synthesize it. The reactants are: [CH2:1]([S:3]([NH:6][CH2:7][C:8]1[CH:13]=[CH:12][C:11]([CH:14]([CH3:18])[C:15]([OH:17])=O)=[CH:10][C:9]=1[F:19])(=[O:5])=[O:4])[CH3:2].[CH2:20]([O:24][C:25]1[C:30]([CH2:31][NH2:32])=[CH:29][CH:28]=[C:27]([C:33]([F:36])([F:35])[F:34])[N:26]=1)[CH2:21][CH2:22][CH3:23].ON1C2C=CC=CC=2N=N1.CN(C)CCCN=C=NCC.C(N(CC)CC)C.